Dataset: Forward reaction prediction with 1.9M reactions from USPTO patents (1976-2016). Task: Predict the product of the given reaction. (1) The product is: [F:31][C:28]([F:29])([F:30])[C:26]1[CH:25]=[C:24]([S:32]([N:8]2[CH2:9][CH2:10][CH2:11][C:6]3([C:2](=[O:12])[NH:3][CH2:4][CH2:5]3)[CH2:7]2)(=[O:33])=[O:34])[CH:23]=[C:22]([C:21]([F:37])([F:36])[F:20])[CH:27]=1. Given the reactants Cl.[C:2]1(=[O:12])[C:6]2([CH2:11][CH2:10][CH2:9][NH:8][CH2:7]2)[CH2:5][CH2:4][NH:3]1.C(N(CC)CC)C.[F:20][C:21]([F:37])([F:36])[C:22]1[CH:23]=[C:24]([S:32](Cl)(=[O:34])=[O:33])[CH:25]=[C:26]([C:28]([F:31])([F:30])[F:29])[CH:27]=1, predict the reaction product. (2) The product is: [C:2]1([CH:1]=[N:15][S:13]([C:10]([CH3:12])([CH3:11])[CH3:9])=[O:14])[CH:7]=[CH:6][CH:5]=[CH:4][CH:3]=1. Given the reactants [CH:1](=O)[C:2]1[CH:7]=[CH:6][CH:5]=[CH:4][CH:3]=1.[CH3:9][C:10]([S:13]([NH2:15])=[O:14])([CH3:12])[CH3:11], predict the reaction product. (3) Given the reactants Br[C:2]1[CH:7]=[CH:6][C:5]([C@@H:8]([NH:10][C:11](=[O:17])[O:12][C:13]([CH3:16])([CH3:15])[CH3:14])[CH3:9])=[CH:4][CH:3]=1.C1(P(C2C=CC=CC=2)CCCP(C2C=CC=CC=2)C2C=CC=CC=2)C=CC=CC=1.C(N(CC)CC)C, predict the reaction product. The product is: [C:13]([O:12][C:11]([NH:10][C@H:8]([C:5]1[CH:6]=[CH:7][C:2]([C:11]([O:12][CH3:13])=[O:17])=[CH:3][CH:4]=1)[CH3:9])=[O:17])([CH3:16])([CH3:15])[CH3:14]. (4) The product is: [Cl:18][C:15]1[CH:16]=[CH:17][C:11]2[S:10][C:9]([C:3]3[CH:4]=[C:5]([NH2:8])[CH:6]=[CH:7][C:2]=3[CH3:19])=[N:13][C:12]=2[CH:14]=1.[Cl:1][C:20]1[CH:28]=[CH:27][C:26]([N+:29]([O-:31])=[O:30])=[CH:25][C:21]=1[C:22]([OH:24])=[O:23]. Given the reactants [Cl:1][C:2]1[CH:7]=[CH:6][C:5]([NH2:8])=[CH:4][C:3]=1[C:9]1[S:10][C:11]2[CH:17]=[CH:16][C:15]([Cl:18])=[CH:14][C:12]=2[N:13]=1.[CH3:19][C:20]1[CH:28]=[CH:27][C:26]([N+:29]([O-:31])=[O:30])=[CH:25][C:21]=1[C:22]([OH:24])=[O:23], predict the reaction product. (5) Given the reactants [F:1][C:2]1[CH:3]=[C:4]([CH:8]=[CH:9][C:10]=1[F:11])[C:5](Cl)=[O:6].[C:12]([O:16][C:17](=[O:39])[CH2:18][N:19]1[C:23]2[CH:24]=[CH:25][C:26]([NH:28][CH2:29][C:30]3[CH:35]=[CH:34][CH:33]=[CH:32][CH:31]=3)=[CH:27][C:22]=2[N:21]=[C:20]1[CH2:36][CH2:37][CH3:38])([CH3:15])([CH3:14])[CH3:13].CCN(C(C)C)C(C)C, predict the reaction product. The product is: [C:12]([O:16][C:17](=[O:39])[CH2:18][N:19]1[C:23]2[CH:24]=[CH:25][C:26]([N:28]([CH2:29][C:30]3[CH:31]=[CH:32][CH:33]=[CH:34][CH:35]=3)[C:5](=[O:6])[C:4]3[CH:8]=[CH:9][C:10]([F:11])=[C:2]([F:1])[CH:3]=3)=[CH:27][C:22]=2[N:21]=[C:20]1[CH2:36][CH2:37][CH3:38])([CH3:15])([CH3:14])[CH3:13]. (6) Given the reactants Br[C:2]1[CH:7]=[CH:6][C:5]([O:8][CH2:9][CH:10]2[CH2:15][CH2:14][N:13]([C:16]3[O:20][N:19]=[C:18]([CH:21]([CH3:23])[CH3:22])[N:17]=3)[CH2:12][CH2:11]2)=[CH:4][N:3]=1.[CH3:24][S:25]([C:28]1[CH:33]=[CH:32][C:31](B(O)O)=[CH:30][CH:29]=1)(=[O:27])=[O:26].C([O-])([O-])=O.[Na+].[Na+], predict the reaction product. The product is: [CH3:22][CH:21]([C:18]1[N:17]=[C:16]([N:13]2[CH2:14][CH2:15][CH:10]([CH2:9][O:8][C:5]3[CH:6]=[CH:7][C:2]([C:31]4[CH:32]=[CH:33][C:28]([S:25]([CH3:24])(=[O:27])=[O:26])=[CH:29][CH:30]=4)=[N:3][CH:4]=3)[CH2:11][CH2:12]2)[O:20][N:19]=1)[CH3:23]. (7) Given the reactants [OH-].[Na+].C[O:4][C:5](=[O:42])[CH2:6][CH2:7][NH:8][C:9](=[O:41])[C:10]1[CH:15]=[CH:14][C:13]([O:16][CH:17]([C:24]2[CH:25]=[N:26][C:27]([C:30]3[CH:35]=[CH:34][C:33]([C:36]([F:39])([F:38])[F:37])=[CH:32][CH:31]=3)=[CH:28][CH:29]=2)[CH2:18][CH2:19][CH2:20][CH2:21][CH2:22][CH3:23])=[C:12]([F:40])[CH:11]=1, predict the reaction product. The product is: [F:40][C:12]1[CH:11]=[C:10]([CH:15]=[CH:14][C:13]=1[O:16][CH:17]([C:24]1[CH:25]=[N:26][C:27]([C:30]2[CH:31]=[CH:32][C:33]([C:36]([F:39])([F:37])[F:38])=[CH:34][CH:35]=2)=[CH:28][CH:29]=1)[CH2:18][CH2:19][CH2:20][CH2:21][CH2:22][CH3:23])[C:9]([NH:8][CH2:7][CH2:6][C:5]([OH:42])=[O:4])=[O:41].